Dataset: Antibody developability classification from SAbDab with 2,409 antibodies. Task: Regression/Classification. Given an antibody's heavy chain and light chain sequences, predict its developability. TAP uses regression for 5 developability metrics; SAbDab uses binary classification. (1) The antibody is ['EVKLEESGGGLVQPGGSMKLSCAASGFTFSDAWMDWVRQSPEKGLEWVAEIRSKVNNHAIHYAESVKGRFTVSRDDSKSSVYLQMNSLRAEDTGIYYCSGWSFLYWGQGTLVTVSA', 'QVVLTQSPGIMSASPGEKVTITCSASSSVSYMYWFQQKPGTSPKLWIYSTSNLASGVPARFRGSGSGTSYSLTISRMEAEDAATYYCQQRSGYPRTFGGGTKLEIK']. Result: 0 (not developable). (2) The antibody is ['EVQLQQSGGELAKPGASVKMSCKSSGYTFTAYAIHWAKQAAGAGLEWIGYIAPAAGAAAYNAAFKGKATLAADKSSSTAYMAAAALTSEDSAVYYCARAAAAGADYWGQGTTLTVSS', 'DVLMTQAPLTLPVSLGDQASISCRSSQAIVHANGNTYLEWYLQKPGQSPALLIYKVANRFSGVPDRFSGSGSGTDFTLKISRVEAEDLGVYYCFQGAHAPYTFGGGTKLEIK']. Result: 0 (not developable). (3) The antibody is ['EVKLVESGGGLVQPGGSLTLSCATSGFTFSDYYIYWVRQTPEKRLEWVAYISNSGGNTYYSDAVKGRFTISRDNAKNTLFLQMSRLKSEDTAVYYCARQWGGAMDYWGQGTSVTVSS', 'DVVMTQTPLSLPVSLGDQASISCRSSQSLIHTNGNTYLHWYLQKPGQSPKLLIYKVSNRFSGVPDRFSGSGSGTDFTLKISRVEAEDLGVYFCSQSTHIPPWTFGGGTKLEIK']. Result: 0 (not developable).